Dataset: Reaction yield outcomes from USPTO patents with 853,638 reactions. Task: Predict the reaction yield, written as a fraction of the theoretical maximum amount of product (1.0 means a 100% yield; for example, 0.34 means a 34% yield). (1) The reactants are C(OC([N:8]1[CH2:11][CH:10]([N:12]2[CH2:17][CH2:16][CH:15]([OH:18])[CH2:14][CH2:13]2)[CH2:9]1)=O)(C)(C)C. The catalyst is C(Cl)Cl.C(O)(C(F)(F)F)=O. The product is [NH:8]1[CH2:11][CH:10]([N:12]2[CH2:17][CH2:16][CH:15]([OH:18])[CH2:14][CH2:13]2)[CH2:9]1. The yield is 0.940. (2) The reactants are [CH3:1][C:2]1[C:6]([C:7]2[CH:19]=[C:18]([C:20](O)=[O:21])[C:17]3[C:16]4[C:11](=[CH:12][CH:13]=[C:14]([C:23]([N:25]5[CH2:28][CH:27]([F:29])[CH2:26]5)=[O:24])[CH:15]=4)[N:10]([CH2:30][C:31]4[CH:36]=[CH:35][C:34]([F:37])=[CH:33][CH:32]=4)[C:9]=3[CH:8]=2)=[C:5]([CH3:38])[O:4][N:3]=1.CN(C(O[N:47]1N=N[C:49]2[CH:50]=CC(=C[C:48]1=2)Cl)=[N+](C)C)C.F[P-](F)(F)(F)(F)F.C(N)CC. The catalyst is CN(C=O)C.CN(C1C=CN=CC=1)C. The product is [CH3:1][C:2]1[C:6]([C:7]2[CH:19]=[C:18]([C:20]([NH:47][CH2:48][CH2:49][CH3:50])=[O:21])[C:17]3[C:12]4[C:11](=[CH:16][CH:15]=[C:14]([C:23]([N:25]5[CH2:28][CH:27]([F:29])[CH2:26]5)=[O:24])[CH:13]=4)[N:10]([CH2:30][C:31]4[CH:32]=[CH:33][C:34]([F:37])=[CH:35][CH:36]=4)[C:9]=3[CH:8]=2)=[C:5]([CH3:38])[O:4][N:3]=1. The yield is 0.490.